Predict which catalyst facilitates the given reaction. From a dataset of Catalyst prediction with 721,799 reactions and 888 catalyst types from USPTO. (1) Reactant: [CH2:1]([N:3]1[C:7]([NH2:8])=[CH:6][C:5]([C:9]2[CH:14]=[CH:13][N:12]=[CH:11][CH:10]=2)=[N:4]1)[CH3:2].[C:15]([NH:22][C@H:23]([C:31](O)=[O:32])[CH2:24][C:25]1[CH:30]=[CH:29][CH:28]=[CH:27][CH:26]=1)([O:17][C:18]([CH3:21])([CH3:20])[CH3:19])=[O:16].C(Cl)CCl. Product: [CH2:1]([N:3]1[C:7]([NH:8][C:31](=[O:32])[C@@H:23]([NH:22][C:15](=[O:16])[O:17][C:18]([CH3:19])([CH3:20])[CH3:21])[CH2:24][C:25]2[CH:30]=[CH:29][CH:28]=[CH:27][CH:26]=2)=[CH:6][C:5]([C:9]2[CH:14]=[CH:13][N:12]=[CH:11][CH:10]=2)=[N:4]1)[CH3:2]. The catalyst class is: 119. (2) Reactant: [CH3:1][O:2][CH2:3]Cl.[OH:5][C:6]1[CH:7]=[C:8]([CH:18]=[O:19])[CH:9]=[C:10]2[C:15]=1[O:14][C:13]([CH3:17])([CH3:16])[CH:12]=[CH:11]2.C(N(CC)C(C)C)(C)C. Product: [CH3:1][O:2][CH2:3][O:5][C:6]1[CH:7]=[C:8]([CH:18]=[O:19])[CH:9]=[C:10]2[C:15]=1[O:14][C:13]([CH3:16])([CH3:17])[CH:12]=[CH:11]2. The catalyst class is: 2. (3) Reactant: C(OCC)(=O)C.FC(F)(F)C(O)=O.[F:14][C:15]1[CH:38]=[CH:37][C:18]([NH:19][C:20]2[CH:28]=[C:27]([C:29]3[CH:30]=[CH:31][C:32]([O:35][CH3:36])=[N:33][CH:34]=3)[CH:26]=[CH:25][C:21]=2[C:22]([OH:24])=[O:23])=[CH:17][CH:16]=1.C(=O)([O-])O.[Na+]. Product: [F:14][C:15]1[CH:38]=[CH:37][C:18]([NH:19][C:20]2[CH:28]=[C:27]([C:29]3[CH:30]=[CH:31][C:32]([O:35][CH3:36])=[N:33][CH:34]=3)[CH:26]=[CH:25][C:21]=2[C:22]([OH:24])=[O:23])=[CH:17][CH:16]=1. The catalyst class is: 6. (4) Reactant: [Br:1][C:2]1[CH:7]=[CH:6][C:5]([SH:8])=[CH:4][CH:3]=1.[H-].[Na+].[F:11][C:12]([F:26])([F:25])[CH2:13]OS(C1C=CC(C)=CC=1)(=O)=O.O. Product: [Br:1][C:2]1[CH:7]=[CH:6][C:5]([S:8][CH2:13][C:12]([F:26])([F:25])[F:11])=[CH:4][CH:3]=1. The catalyst class is: 9. (5) Reactant: [CH3:1][C@@H:2]1[CH2:6][CH2:5][CH2:4][N:3]1[CH2:7][C:8]1[S:12][C:11]([NH2:13])=[N:10][C:9]=1[C:14]1[CH:19]=[C:18]([O:20][C:21]([F:24])([F:23])[F:22])[CH:17]=[C:16]([CH3:25])[CH:15]=1.[Cl:26][C:27]1[N:28]=[CH:29][C:30]([C:33](O)=[O:34])=[N:31][CH:32]=1.F[P-](F)(F)(F)(F)F.C(/C(=N/OC(N1CCOCC1)=[N+](C)C)/C(OCC)=O)#N.C(N(C(C)C)CC)(C)C. Product: [Cl:26][C:27]1[N:28]=[CH:29][C:30]([C:33]([NH:13][C:11]2[S:12][C:8]([CH2:7][N:3]3[CH2:4][CH2:5][CH2:6][C@H:2]3[CH3:1])=[C:9]([C:14]3[CH:19]=[C:18]([O:20][C:21]([F:24])([F:22])[F:23])[CH:17]=[C:16]([CH3:25])[CH:15]=3)[N:10]=2)=[O:34])=[N:31][CH:32]=1. The catalyst class is: 684. (6) Reactant: C(N(CC)CC)C.Cl.[F:9][C:10]1[CH:11]=[C:12]([CH:27]=[C:28]([C:30]2[CH:35]=[CH:34][N:33]=[CH:32][CH:31]=2)[CH:29]=1)/[CH:13]=[CH:14]/[C:15]1[CH:20]=[CH:19][C:18]([N:21]2[CH2:26][CH2:25][NH:24][CH2:23][CH2:22]2)=[CH:17][CH:16]=1.[N:36]([CH2:39][C:40]([O:42][CH2:43][CH3:44])=[O:41])=[C:37]=[O:38]. Product: [F:9][C:10]1[CH:11]=[C:12]([CH:27]=[C:28]([C:30]2[CH:31]=[CH:32][N:33]=[CH:34][CH:35]=2)[CH:29]=1)/[CH:13]=[CH:14]/[C:15]1[CH:20]=[CH:19][C:18]([N:21]2[CH2:22][CH2:23][N:24]([C:37]([NH:36][CH2:39][C:40]([O:42][CH2:43][CH3:44])=[O:41])=[O:38])[CH2:25][CH2:26]2)=[CH:17][CH:16]=1. The catalyst class is: 4. (7) Reactant: [OH:1][C:2]1[CH:15]=[CH:14][C:5]([C:6]([C:8]2[CH:13]=[CH:12][CH:11]=[CH:10][CH:9]=2)=[O:7])=[CH:4][CH:3]=1.[H-].[Na+].CS(O[CH2:23][CH:24]1[CH2:29][O:28][C:27]([CH3:31])([CH3:30])[O:26][CH2:25]1)(=O)=O.OCC(CO)CO. Product: [CH3:30][C:27]1([CH3:31])[O:28][CH2:29][CH:24]([CH2:23][O:1][C:2]2[CH:3]=[CH:4][C:5]([C:6]([C:8]3[CH:13]=[CH:12][CH:11]=[CH:10][CH:9]=3)=[O:7])=[CH:14][CH:15]=2)[CH2:25][O:26]1. The catalyst class is: 35.